This data is from Peptide-MHC class I binding affinity with 185,985 pairs from IEDB/IMGT. The task is: Regression. Given a peptide amino acid sequence and an MHC pseudo amino acid sequence, predict their binding affinity value. This is MHC class I binding data. (1) The peptide sequence is RAVPPNPTI. The MHC is HLA-B07:02 with pseudo-sequence HLA-B07:02. The binding affinity (normalized) is 0.0847. (2) The peptide sequence is TSTLQEQIGW. The MHC is HLA-B35:03 with pseudo-sequence HLA-B35:03. The binding affinity (normalized) is 0.